Dataset: Reaction yield outcomes from USPTO patents with 853,638 reactions. Task: Predict the reaction yield, written as a fraction of the theoretical maximum amount of product (1.0 means a 100% yield; for example, 0.34 means a 34% yield). (1) The reactants are O.Cl.C(OC([NH:10][C@@:11]1([C:35]([O:37]C(C)(C)C)=[O:36])[C@H:16]([CH2:17][S:18][C:19]2[CH:24]=[CH:23][C:22]([F:25])=[C:21]([F:26])[CH:20]=2)[C@@H:15]([OH:27])[C@@H:14]2[C@H:12]1[C@H:13]2[C:28]([O:30]C(C)(C)C)=[O:29])=O)(C)(C)C.[OH-].[Na+]. The catalyst is O1CCOCC1. The product is [NH2:10][C@@:11]1([C:35]([OH:37])=[O:36])[C@H:16]([CH2:17][S:18][C:19]2[CH:24]=[CH:23][C:22]([F:25])=[C:21]([F:26])[CH:20]=2)[C@@H:15]([OH:27])[C@@H:14]2[C@H:12]1[C@H:13]2[C:28]([OH:30])=[O:29]. The yield is 0.870. (2) The product is [NH2:10][C:4]1[C:5](=[O:9])[N:6]([CH3:8])[CH:7]=[C:2]([Br:1])[CH:3]=1. The catalyst is C(OCC)(=O)C. The yield is 0.520. The reactants are [Br:1][C:2]1[CH:3]=[C:4]([N:10]=C(C2C=CC=CC=2)C2C=CC=CC=2)[C:5](=[O:9])[N:6]([CH3:8])[CH:7]=1.O1CCOCC1. (3) The reactants are Br[C:2]1[CH:3]=[CH:4][C:5]([O:10][CH2:11][CH:12]2[CH2:17][CH2:16][N:15]([CH2:18][C:19]([F:22])([CH3:21])[CH3:20])[CH2:14][CH2:13]2)=[C:6]([CH:9]=1)[C:7]#[N:8].[F:23][C:24]1[CH:29]=[C:28]([C:30]([O:32][CH3:33])=[O:31])[CH:27]=[CH:26][C:25]=1B(O)O.C([O-])([O-])=O.[Cs+].[Cs+]. The catalyst is C1C=CC(P(C2C=CC=CC=2)[C-]2C=CC=C2)=CC=1.C1C=CC(P(C2C=CC=CC=2)[C-]2C=CC=C2)=CC=1.Cl[Pd]Cl.[Fe+2].COCCOC. The product is [C:7]([C:6]1[CH:9]=[C:2]([C:25]2[CH:26]=[CH:27][C:28]([C:30]([O:32][CH3:33])=[O:31])=[CH:29][C:24]=2[F:23])[CH:3]=[CH:4][C:5]=1[O:10][CH2:11][CH:12]1[CH2:17][CH2:16][N:15]([CH2:18][C:19]([F:22])([CH3:21])[CH3:20])[CH2:14][CH2:13]1)#[N:8]. The yield is 0.490. (4) The reactants are [Br:1][C:2]1[CH:3]=[CH:4][C:5]([F:11])=[C:6]([CH:10]=1)[C:7]([OH:9])=O.CN(C)C=O.[CH2:17]([NH:24][CH2:25][CH2:26][OH:27])[C:18]1[CH:23]=[CH:22][CH:21]=[CH:20][CH:19]=1.C(N(CC)CC)C. The catalyst is S(Cl)(Cl)=O.O1CCCC1.O. The product is [CH2:17]([N:24]([CH2:25][CH2:26][OH:27])[C:7](=[O:9])[C:6]1[CH:10]=[C:2]([Br:1])[CH:3]=[CH:4][C:5]=1[F:11])[C:18]1[CH:23]=[CH:22][CH:21]=[CH:20][CH:19]=1. The yield is 0.983. (5) The reactants are O=[C:2]([C:6]1[CH:7]=[N:8][CH:9]=[CH:10][CH:11]=1)[CH2:3][C:4]#[N:5].[CH3:12][NH:13][NH2:14]. The catalyst is C(O)C. The product is [CH3:12][N:13]1[C:2]([C:6]2[CH:7]=[N:8][CH:9]=[CH:10][CH:11]=2)=[CH:3][C:4]([NH2:5])=[N:14]1. The yield is 0.0614.